Dataset: Reaction yield outcomes from USPTO patents with 853,638 reactions. Task: Predict the reaction yield, written as a fraction of the theoretical maximum amount of product (1.0 means a 100% yield; for example, 0.34 means a 34% yield). (1) The reactants are [N:1]1[C:6]2[NH:7][CH:8]=[CH:9][C:5]=2[CH:4]=[N:3][CH:2]=1.[C:10]1([C:16](=[N:23][C:24]2[CH:25]=[N:26][CH:27]=[C:28]([CH:31]=2)[CH:29]=[O:30])[C:17]2[CH:22]=[CH:21][CH:20]=[CH:19][CH:18]=2)[CH:15]=[CH:14][CH:13]=[CH:12][CH:11]=1.[OH-].[K+].[Cl-].[NH4+]. The catalyst is CO. The product is [C:10]1([C:16](=[N:23][C:24]2[CH:31]=[C:28]([CH:29]([C:9]3[C:5]4[CH:4]=[N:3][CH:2]=[N:1][C:6]=4[NH:7][CH:8]=3)[OH:30])[CH:27]=[N:26][CH:25]=2)[C:17]2[CH:22]=[CH:21][CH:20]=[CH:19][CH:18]=2)[CH:15]=[CH:14][CH:13]=[CH:12][CH:11]=1. The yield is 0.620. (2) The product is [CH3:32][O:31][CH2:30][CH2:29][O:28][C:26]1[CH:25]=[CH:24][N:23]2[C:19]([C:16]3[CH:15]=[CH:14][C:13]4[C:18](=[C:9]([OH:8])[CH:10]=[CH:11][CH:12]=4)[N:17]=3)=[CH:20][N:21]=[C:22]2[CH:27]=1. The yield is 0.960. The reactants are C([O:8][C:9]1[CH:10]=[CH:11][CH:12]=[C:13]2[C:18]=1[N:17]=[C:16]([C:19]1[N:23]3[CH:24]=[CH:25][C:26]([O:28][CH2:29][CH2:30][O:31][CH3:32])=[CH:27][C:22]3=[N:21][CH:20]=1)[CH:15]=[CH:14]2)C1C=CC=CC=1.C([O-])=O.[NH4+].C(O)=O. The catalyst is CO.[OH-].[OH-].[Pd+2].